This data is from Retrosynthesis with 50K atom-mapped reactions and 10 reaction types from USPTO. The task is: Predict the reactants needed to synthesize the given product. (1) Given the product CC(C)(CO)NS(=O)(=O)c1cccc(Br)c1, predict the reactants needed to synthesize it. The reactants are: CC(C)(N)CO.O=S(=O)(Cl)c1cccc(Br)c1. (2) Given the product CCOCCOc1cc(C)c(-c2cccc(COc3ccc(CCC(N)=O)c(F)c3)c2)c(C)c1, predict the reactants needed to synthesize it. The reactants are: CCOCCOc1cc(C)c(-c2cccc(COc3ccc(CCC(=O)O)c(F)c3)c2)c(C)c1.On1nnc2ccccc21. (3) Given the product C[C@H](Cc1c[nH]c2c(N)cccc12)N1C[C@@H](c2cccc(Cl)c2)OC1=O, predict the reactants needed to synthesize it. The reactants are: C[C@H](Cc1c[nH]c2c(NC(=O)OC(C)(C)C)cccc12)N1C[C@@H](c2cccc(Cl)c2)OC1=O.